Task: Regression/Classification. Given a drug SMILES string, predict its toxicity properties. Task type varies by dataset: regression for continuous values (e.g., LD50, hERG inhibition percentage) or binary classification for toxic/non-toxic outcomes (e.g., AMES mutagenicity, cardiotoxicity, hepatotoxicity). Dataset: ld50_zhu.. Dataset: Acute oral toxicity (LD50) regression data from Zhu et al. The rat oral LD50 is 3.13, given as -log10 of the dose in mol/kg body weight (higher means more acutely toxic). The molecule is N#CC1CCCCC1.